This data is from Full USPTO retrosynthesis dataset with 1.9M reactions from patents (1976-2016). The task is: Predict the reactants needed to synthesize the given product. (1) Given the product [CH3:16][C:10]1([CH3:15])[C:11]([CH3:14])([CH3:13])[O:12][B:8]([C:6]2[CH:5]=[N:4][N:3]([CH:1]3[CH2:18][CH2:2]3)[CH:7]=2)[O:9]1, predict the reactants needed to synthesize it. The reactants are: [CH2:1]([N:3]1[CH:7]=[C:6]([B:8]2[O:12][C:11]([CH3:14])([CH3:13])[C:10]([CH3:16])([CH3:15])[O:9]2)[CH:5]=[N:4]1)[CH3:2].Br[C:18]1C=NN(C2CC2)C=1. (2) Given the product [C:15]1([C:2]2[N:14]=[CH:13][C:5]3[S:6][C:7]4[CH:12]=[CH:11][CH:10]=[CH:9][C:8]=4[C:4]=3[CH:3]=2)[CH:20]=[CH:19][CH:18]=[CH:17][CH:16]=1, predict the reactants needed to synthesize it. The reactants are: Cl[C:2]1[N:14]=[CH:13][C:5]2[S:6][C:7]3[CH:12]=[CH:11][CH:10]=[CH:9][C:8]=3[C:4]=2[CH:3]=1.[C:15]1(B(O)O)[CH:20]=[CH:19][CH:18]=[CH:17][CH:16]=1.C1(P(C2CCCCC2)C2C=CC=CC=2C2C(OC)=CC=CC=2OC)CCCCC1.P([O-])([O-])([O-])=O.[K+].[K+].[K+]. (3) Given the product [Cl:33][C:32]1[C:27]([NH:26][C:20]2[C:19]3[C:24](=[CH:25][C:16]([O:15][CH2:14][CH:11]4[CH2:10][CH2:9][N:8]([CH3:6])[CH2:13][CH2:12]4)=[CH:17][C:18]=3[O:37][CH:38]3[CH2:39][CH2:40][O:41][CH2:42][CH2:43]3)[N:23]=[CH:22][N:21]=2)=[C:28]2[O:36][CH2:35][O:34][C:29]2=[CH:30][CH:31]=1, predict the reactants needed to synthesize it. The reactants are: C(O[C:6]([N:8]1[CH2:13][CH2:12][CH:11]([CH2:14][O:15][C:16]2[CH:25]=[C:24]3[C:19]([C:20]([NH:26][C:27]4[C:32]([Cl:33])=[CH:31][CH:30]=[C:29]5[O:34][CH2:35][O:36][C:28]=45)=[N:21][CH:22]=[N:23]3)=[C:18]([O:37][CH:38]3[CH2:43][CH2:42][O:41][CH2:40][CH2:39]3)[CH:17]=2)[CH2:10][CH2:9]1)=O)(C)(C)C.C=O. (4) Given the product [Br:53][C:54]1[CH:59]=[CH:58][CH:57]=[CH:56][C:55]=1[C:60]([N:62]1[CH2:63][CH2:64][N:65]([C:36](=[O:38])[CH2:35][C:34]([NH:33][C:30]2[CH:29]=[CH:28][C:27]([N:22]3[CH:23]=[CH:24][CH:25]=[CH:26][C:21]3=[O:20])=[CH:32][CH:31]=2)=[O:39])[CH2:66][CH2:67]1)=[O:61], predict the reactants needed to synthesize it. The reactants are: C1C=CC2N(O)N=NC=2C=1.CCN(C(C)C)C(C)C.[O:20]=[C:21]1[CH:26]=[CH:25][CH:24]=[CH:23][N:22]1[C:27]1[CH:32]=[CH:31][C:30]([NH:33][C:34](=[O:39])[CH2:35][C:36]([OH:38])=O)=[CH:29][CH:28]=1.CCN=C=NCCCN(C)C.Cl.Cl.[Br:53][C:54]1[CH:59]=[CH:58][CH:57]=[CH:56][C:55]=1[C:60]([N:62]1[CH2:67][CH2:66][NH:65][CH2:64][CH2:63]1)=[O:61]. (5) Given the product [F:4][C:5]([F:13])([F:12])[C:6]1[CH:11]=[CH:10][N:9]=[C:8]([C:1]#[N:3])[CH:7]=1, predict the reactants needed to synthesize it. The reactants are: [C:1](#[N:3])C.[F:4][C:5]([F:13])([F:12])[C:6]1[CH:11]=[CH:10][N:9]=[CH:8][CH:7]=1.C[Si](C#N)(C)C. (6) Given the product [Cl:8][C:6]1[CH:5]=[C:4]([NH:9][CH:10]([C:12]([NH:22][C@@H:21]([C:15]2[CH:20]=[CH:19][CH:18]=[CH:17][CH:16]=2)[CH2:23][OH:24])=[O:14])[CH3:11])[CH:3]=[C:2]([Cl:1])[CH:7]=1, predict the reactants needed to synthesize it. The reactants are: [Cl:1][C:2]1[CH:3]=[C:4]([NH:9][CH:10]([C:12]([OH:14])=O)[CH3:11])[CH:5]=[C:6]([Cl:8])[CH:7]=1.[C:15]1([C@@H:21]([CH2:23][OH:24])[NH2:22])[CH:20]=[CH:19][CH:18]=[CH:17][CH:16]=1. (7) The reactants are: [CH:1]1([CH:6](O)[C:7]2[CH:12]=[CH:11][C:10]([C:13]3([C:16]#[N:17])[CH2:15][CH2:14]3)=[CH:9][CH:8]=2)[CH2:5][CH2:4][CH2:3][CH2:2]1.C(Cl)Cl.C(N(S(F)(F)[F:28])CC)C.C([O-])(O)=O.[Na+]. Given the product [CH:1]1([CH:6]([F:28])[C:7]2[CH:12]=[CH:11][C:10]([C:13]3([C:16]#[N:17])[CH2:15][CH2:14]3)=[CH:9][CH:8]=2)[CH2:5][CH2:4][CH2:3][CH2:2]1, predict the reactants needed to synthesize it.